This data is from Full USPTO retrosynthesis dataset with 1.9M reactions from patents (1976-2016). The task is: Predict the reactants needed to synthesize the given product. (1) Given the product [Br:11][C:8]1[CH:9]=[CH:10][C:5]([C:3](=[O:4])[CH:2]=[P:19]([C:20]2[CH:21]=[CH:22][CH:23]=[CH:24][CH:25]=2)([C:26]2[CH:31]=[CH:30][CH:29]=[CH:28][CH:27]=2)[C:13]2[CH:14]=[CH:15][CH:16]=[CH:17][CH:18]=2)=[CH:6][C:7]=1[CH3:12], predict the reactants needed to synthesize it. The reactants are: Br[CH2:2][C:3]([C:5]1[CH:10]=[CH:9][C:8]([Br:11])=[C:7]([CH3:12])[CH:6]=1)=[O:4].[C:13]1([P:19]([C:26]2[CH:31]=[CH:30][CH:29]=[CH:28][CH:27]=2)[C:20]2[CH:25]=[CH:24][CH:23]=[CH:22][CH:21]=2)[CH:18]=[CH:17][CH:16]=[CH:15][CH:14]=1.C(=O)(O)[O-].[Na+]. (2) Given the product [ClH:31].[NH2:23][C@@H:13]([C:11]1[S:12][C:8]([CH:5]2[O:6][CH2:7][C:2]([CH3:30])([CH3:1])[CH2:3][O:4]2)=[CH:9][CH:10]=1)[CH2:14][OH:15], predict the reactants needed to synthesize it. The reactants are: [CH3:1][C:2]1([CH3:30])[CH2:7][O:6][CH:5]([C:8]2[S:12][C:11]([C@H:13]([NH:23][S+]([O-])C(C)(C)C)[CH2:14][O:15][Si](C)(C)C(C)(C)C)=[CH:10][CH:9]=2)[O:4][CH2:3]1.[ClH:31].